From a dataset of Forward reaction prediction with 1.9M reactions from USPTO patents (1976-2016). Predict the product of the given reaction. (1) Given the reactants Cl.[CH3:2][C@@H:3]1[C:16](=[O:17])[NH:15][N:14]=[C:13]2[N:4]1[C:5]1[CH:6]=[C:7]3[N:20]([C:21]4([CH3:25])[CH2:24][NH:23][CH2:22]4)[CH:19]=[CH:18][C:8]3=[CH:9][C:10]=1[O:11][CH2:12]2.[C:26](Cl)(=[O:28])[CH3:27], predict the reaction product. The product is: [C:26]([N:23]1[CH2:22][C:21]([N:20]2[C:7]3[C:8](=[CH:9][C:10]4[O:11][CH2:12][C:13]5[N:4]([C:5]=4[CH:6]=3)[C@H:3]([CH3:2])[C:16](=[O:17])[NH:15][N:14]=5)[CH:18]=[CH:19]2)([CH3:25])[CH2:24]1)(=[O:28])[CH3:27]. (2) Given the reactants [N:1]1[CH:6]=[CH:5][CH:4]=[CH:3][C:2]=1[N:7]1[CH2:13][C:12]2[CH:14]=[C:15]([CH:18]=[C:19]3[S:23][C:22](=[O:24])[NH:21][C:20]3=[O:25])[CH:16]=[CH:17][C:11]=2[O:10][CH2:9][CH2:8]1.[Al].C(OCC)C.C(O)C, predict the reaction product. The product is: [N:1]1[CH:6]=[CH:5][CH:4]=[CH:3][C:2]=1[N:7]1[CH2:13][C:12]2[CH:14]=[C:15]([CH2:18][CH:19]3[S:23][C:22](=[O:24])[NH:21][C:20]3=[O:25])[CH:16]=[CH:17][C:11]=2[O:10][CH2:9][CH2:8]1. (3) Given the reactants [Cl:1][C:2]1[CH:3]=[C:4]([CH:8]([OH:19])[C:9]2[CH:10]=[C:11]([CH:16]=[CH:17][CH:18]=2)[C:12]([O:14][CH3:15])=[O:13])[CH:5]=[CH:6][CH:7]=1.O[CH2:21][CH2:22][NH:23][C:24](=[O:27])[O:25][CH3:26].C1(C)C=CC(S(O)(=O)=O)=CC=1.C1(C)C=CC=CC=1, predict the reaction product. The product is: [Cl:1][C:2]1[CH:3]=[C:4]([CH:8]([O:19][CH2:21][CH2:22][NH:23][C:24]([O:25][CH3:26])=[O:27])[C:9]2[CH:10]=[C:11]([CH:16]=[CH:17][CH:18]=2)[C:12]([O:14][CH3:15])=[O:13])[CH:5]=[CH:6][CH:7]=1. (4) Given the reactants [CH2:1]([C@:4]1([CH2:18][O:19][CH2:20][C:21]2[CH:26]=[CH:25][CH:24]=[CH:23][CH:22]=2)[CH2:8][N:7]([C@@H:9]([C:11]2[CH:16]=[CH:15][CH:14]=[CH:13][CH:12]=2)[CH3:10])[C:6](=[O:17])[CH2:5]1)[CH:2]=C.[O:27]=[O+][O-].[BH4-].[Na+].[Cl-].[NH4+], predict the reaction product. The product is: [CH2:20]([O:19][CH2:18][C@@:4]1([CH2:1][CH2:2][OH:27])[CH2:8][N:7]([C@@H:9]([C:11]2[CH:12]=[CH:13][CH:14]=[CH:15][CH:16]=2)[CH3:10])[C:6](=[O:17])[CH2:5]1)[C:21]1[CH:22]=[CH:23][CH:24]=[CH:25][CH:26]=1. (5) The product is: [F:1][C:2]1[C:7]([F:8])=[CH:6][C:5]([C:9]2[CH:10]=[CH:11][C:12]([O:15][CH2:16][C:17]3[CH:18]=[CH:19][C:20]4[O:24][N:23]=[C:22]([O:25][CH:39]([C:40]5[CH:45]=[CH:44][CH:43]=[CH:42][CH:41]=5)[C:38]([OH:47])=[O:37])[C:21]=4[CH:26]=3)=[CH:13][CH:14]=2)=[C:4]([O:27][CH3:28])[CH:3]=1. Given the reactants [F:1][C:2]1[C:7]([F:8])=[CH:6][C:5]([C:9]2[CH:14]=[CH:13][C:12]([O:15][CH2:16][C:17]3[CH:18]=[CH:19][C:20]4[O:24][N:23]=[C:22]([OH:25])[C:21]=4[CH:26]=3)=[CH:11][CH:10]=2)=[C:4]([O:27][CH3:28])[CH:3]=1.C(=O)([O-])[O-].[Cs+].[Cs+].C([O:37][C:38](=[O:47])[CH:39](Br)[C:40]1[CH:45]=[CH:44][CH:43]=[CH:42][CH:41]=1)C, predict the reaction product. (6) The product is: [CH3:25][O:24][C:7]1[CH:6]=[CH:5][C:4]2[N:3]=[C:2]([NH:26][C:27]3[CH:32]=[CH:31][C:30]([CH2:33][OH:34])=[CH:29][CH:28]=3)[C:11]3=[N:12][NH:13][CH:14]=[C:10]3[C:9]=2[CH:8]=1. Given the reactants Cl[C:2]1[C:11]2=[N:12][N:13](CC3C=CC(OC)=CC=3)[CH:14]=[C:10]2[C:9]2[CH:8]=[C:7]([O:24][CH3:25])[CH:6]=[CH:5][C:4]=2[N:3]=1.[NH2:26][C:27]1[CH:32]=[CH:31][C:30]([CH2:33][OH:34])=[CH:29][CH:28]=1.Cl, predict the reaction product.